This data is from NCI-60 drug combinations with 297,098 pairs across 59 cell lines. The task is: Regression. Given two drug SMILES strings and cell line genomic features, predict the synergy score measuring deviation from expected non-interaction effect. (1) Drug 1: C1=NNC2=C1C(=O)NC=N2. Drug 2: C1CN(P(=O)(OC1)NCCCl)CCCl. Cell line: OVCAR3. Synergy scores: CSS=-0.101, Synergy_ZIP=6.05, Synergy_Bliss=3.92, Synergy_Loewe=-0.908, Synergy_HSA=-1.06. (2) Drug 1: CS(=O)(=O)OCCCCOS(=O)(=O)C. Drug 2: C1CC(=O)NC(=O)C1N2C(=O)C3=CC=CC=C3C2=O. Cell line: CAKI-1. Synergy scores: CSS=3.67, Synergy_ZIP=-2.03, Synergy_Bliss=0.588, Synergy_Loewe=-1.15, Synergy_HSA=-0.319. (3) Drug 1: C1CCN(CC1)CCOC2=CC=C(C=C2)C(=O)C3=C(SC4=C3C=CC(=C4)O)C5=CC=C(C=C5)O. Drug 2: COC1=C2C(=CC3=C1OC=C3)C=CC(=O)O2. Cell line: COLO 205. Synergy scores: CSS=-5.59, Synergy_ZIP=7.71, Synergy_Bliss=10.1, Synergy_Loewe=1.46, Synergy_HSA=-0.295. (4) Drug 1: C1C(C(OC1N2C=C(C(=O)NC2=O)F)CO)O. Drug 2: CN(C(=O)NC(C=O)C(C(C(CO)O)O)O)N=O. Cell line: IGROV1. Synergy scores: CSS=4.27, Synergy_ZIP=-2.02, Synergy_Bliss=-1.17, Synergy_Loewe=-32.9, Synergy_HSA=-1.44.